Dataset: NCI-60 drug combinations with 297,098 pairs across 59 cell lines. Task: Regression. Given two drug SMILES strings and cell line genomic features, predict the synergy score measuring deviation from expected non-interaction effect. (1) Drug 2: CN1C(=O)N2C=NC(=C2N=N1)C(=O)N. Drug 1: C1C(C(OC1N2C=NC3=C(N=C(N=C32)Cl)N)CO)O. Synergy scores: CSS=25.4, Synergy_ZIP=-4.79, Synergy_Bliss=-6.37, Synergy_Loewe=-33.2, Synergy_HSA=-4.68. Cell line: K-562. (2) Drug 1: CCC(=C(C1=CC=CC=C1)C2=CC=C(C=C2)OCCN(C)C)C3=CC=CC=C3.C(C(=O)O)C(CC(=O)O)(C(=O)O)O. Drug 2: COC1=NC(=NC2=C1N=CN2C3C(C(C(O3)CO)O)O)N. Cell line: SK-MEL-5. Synergy scores: CSS=8.46, Synergy_ZIP=2.43, Synergy_Bliss=-0.136, Synergy_Loewe=-3.20, Synergy_HSA=-0.665.